This data is from Full USPTO retrosynthesis dataset with 1.9M reactions from patents (1976-2016). The task is: Predict the reactants needed to synthesize the given product. (1) Given the product [F:1][C:2]1[C:3]2[N:4]([C:16]([SH:17])=[N:15][N:14]=2)[CH:5]=[C:6]([C:8]2[CH:9]=[N:10][N:11]([CH3:13])[CH:12]=2)[CH:7]=1, predict the reactants needed to synthesize it. The reactants are: [F:1][C:2]1[C:3]([NH:14][NH2:15])=[N:4][CH:5]=[C:6]([C:8]2[CH:9]=[N:10][N:11]([CH3:13])[CH:12]=2)[CH:7]=1.[C:16](=S)=[S:17].[OH-].[K+]. (2) Given the product [N+:22]([C:19]1[CH:20]=[CH:21][C:16]([CH2:15][NH:14][CH:11]2[CH2:10][CH2:9][NH:8][CH2:13][CH2:12]2)=[N:17][CH:18]=1)([O-:24])=[O:23], predict the reactants needed to synthesize it. The reactants are: C(OC([N:8]1[CH2:13][CH2:12][CH:11]([NH:14][CH2:15][C:16]2[CH:21]=[CH:20][C:19]([N+:22]([O-:24])=[O:23])=[CH:18][N:17]=2)[CH2:10][CH2:9]1)=O)(C)(C)C.Cl. (3) Given the product [ClH:19].[C:13]1([CH:11]=[CH:12][CH2:27][NH:28][NH2:29])[CH:14]=[CH:15][CH:16]=[CH:17][CH:18]=1, predict the reactants needed to synthesize it. The reactants are: C(OC(NNC[C:11]([C:13]1[CH:18]=[CH:17][CH:16]=[CH:15][CH:14]=1)=[CH2:12])=O)(C)(C)C.[ClH:19].C1(C(=C)[CH2:27][NH:28][NH2:29])C=CC=CC=1.